This data is from Full USPTO retrosynthesis dataset with 1.9M reactions from patents (1976-2016). The task is: Predict the reactants needed to synthesize the given product. (1) Given the product [F:27][C:24]1[CH:25]=[CH:26][C:21]([C:19]2[CH:18]=[CH:17][N:16]=[C:15]([N:34]3[CH2:33][CH2:32][N:31]([C:35]([NH:7][C:6]4([CH3:42])[CH:8]5[CH2:9][CH2:10][N:3]([CH2:12][CH2:13]5)[CH2:4][CH2:5]4)=[O:37])[CH2:30][CH:29]3[CH3:28])[N:20]=2)=[CH:22][CH:23]=1, predict the reactants needed to synthesize it. The reactants are: ClC1[N:7]=[C:6]([C:8]2[CH:13]=[CH:12]C=[CH:10][CH:9]=2)[CH:5]=[CH:4][N:3]=1.Cl[C:15]1[N:20]=[C:19]([C:21]2[CH:26]=[CH:25][C:24]([F:27])=[CH:23][CH:22]=2)[CH:18]=[CH:17][N:16]=1.[CH3:28][C@H:29]1[NH:34][CH2:33][CH2:32][N:31]([C:35]([O:37]C(C)(C)C)=O)[CH2:30]1.[CH3:42]C1NCCN(C(OC(C)(C)C)=O)C1. (2) Given the product [C:38]1([O:44][C:45](=[O:46])[NH:1][C:2]2[CH:7]=[C:6]([O:8][C:9]3[CH:14]=[N:13][C:12]([NH:15][C:16]([C:18]4[C:19](=[O:31])[N:20]([C:25]5[CH:26]=[CH:27][CH:28]=[CH:29][CH:30]=5)[N:21]([CH3:24])[C:22]=4[CH3:23])=[O:17])=[CH:11][CH:10]=3)[CH:5]=[CH:4][N:3]=2)[CH:43]=[CH:42][CH:41]=[CH:40][CH:39]=1, predict the reactants needed to synthesize it. The reactants are: [NH2:1][C:2]1[CH:7]=[C:6]([O:8][C:9]2[CH:10]=[CH:11][C:12]([NH:15][C:16]([C:18]3[C:19](=[O:31])[N:20]([C:25]4[CH:30]=[CH:29][CH:28]=[CH:27][CH:26]=4)[N:21]([CH3:24])[C:22]=3[CH3:23])=[O:17])=[N:13][CH:14]=2)[CH:5]=[CH:4][N:3]=1.N1C=CC=CC=1.[C:38]1([O:44][C:45](Cl)=[O:46])[CH:43]=[CH:42][CH:41]=[CH:40][CH:39]=1. (3) Given the product [Br:1][C:2]1[S:6][C:5]2=[N:7][C:10]([CH3:11])=[CH:9][N:4]2[N:3]=1, predict the reactants needed to synthesize it. The reactants are: [Br:1][C:2]1[S:6][C:5]([NH2:7])=[N:4][N:3]=1.Cl[CH2:9][C:10](=O)[CH3:11].C([O-])(O)=O.[Na+]. (4) Given the product [Cl:14][C:15]1[CH:16]=[CH:17][C:18]([C:21]2[NH:1][C:2]3[N:6]([N:5]=[C:4]([OH:7])[C:3]=3[C:8]3[CH:13]=[CH:12][CH:11]=[CH:10][N:9]=3)[C:23](=[O:24])[CH:22]=2)=[CH:19][CH:20]=1, predict the reactants needed to synthesize it. The reactants are: [NH2:1][C:2]1[NH:6][N:5]=[C:4]([OH:7])[C:3]=1[C:8]1[CH:13]=[CH:12][CH:11]=[CH:10][N:9]=1.[Cl:14][C:15]1[CH:20]=[CH:19][C:18]([C:21](=O)[CH2:22][C:23](OC)=[O:24])=[CH:17][CH:16]=1. (5) Given the product [Cl:36][C:28]1[CH:29]=[CH:30][C:31]2[CH:32]=[CH:33][O:34][C:35]=2[C:27]=1[NH:26][C:20]1[C:19]2[C:24](=[CH:25][C:16]([O:15][CH2:14][CH:11]3[CH2:12][CH2:13][NH:8][CH2:9][CH2:10]3)=[C:17]([O:37][CH3:38])[CH:18]=2)[N:23]=[CH:22][N:21]=1, predict the reactants needed to synthesize it. The reactants are: C(OC([N:8]1[CH2:13][CH2:12][CH:11]([CH2:14][O:15][C:16]2[CH:25]=[C:24]3[C:19]([C:20]([NH:26][C:27]4[C:35]5[O:34][CH:33]=[CH:32][C:31]=5[CH:30]=[CH:29][C:28]=4[Cl:36])=[N:21][CH:22]=[N:23]3)=[CH:18][C:17]=2[O:37][CH3:38])[CH2:10][CH2:9]1)=O)(C)(C)C.FC(F)(F)C(O)=O. (6) Given the product [S:1]1[CH:5]=[CH:4][C:3]2[CH:6]([OH:15])[C:7]3[CH:14]=[CH:13][CH:12]=[CH:11][C:8]=3[CH2:9][CH2:10][C:2]1=2, predict the reactants needed to synthesize it. The reactants are: [S:1]1[CH:5]=[CH:4][C:3]2[C:6](=[O:15])[C:7]3[CH:14]=[CH:13][CH:12]=[CH:11][C:8]=3[CH2:9][CH2:10][C:2]1=2.C1COCC1.[BH4-].[Na+].[NH4+].[Cl-]. (7) Given the product [CH3:26][C:21]1([CH3:27])[C:22]([CH3:25])([CH3:24])[O:23][B:19]([C:2]2[CH:7]=[CH:6][C:5]([NH:8][C:9]3[O:10][C:11]4[CH:17]=[CH:16][C:15]([Cl:18])=[CH:14][C:12]=4[N:13]=3)=[CH:4][CH:3]=2)[O:20]1, predict the reactants needed to synthesize it. The reactants are: Br[C:2]1[CH:7]=[CH:6][C:5]([NH:8][C:9]2[O:10][C:11]3[CH:17]=[CH:16][C:15]([Cl:18])=[CH:14][C:12]=3[N:13]=2)=[CH:4][CH:3]=1.[B:19]1([B:19]2[O:23][C:22]([CH3:25])([CH3:24])[C:21]([CH3:27])([CH3:26])[O:20]2)[O:23][C:22]([CH3:25])([CH3:24])[C:21]([CH3:27])([CH3:26])[O:20]1.C([O-])(=O)C.[K+].ClCCl. (8) Given the product [Br:1][C:2]1[C:3]([CH2:11][Br:12])=[CH:4][C:5]([F:10])=[C:6]([CH:9]=1)[C:7]#[N:8], predict the reactants needed to synthesize it. The reactants are: [Br:1][C:2]1[C:3]([CH3:11])=[CH:4][C:5]([F:10])=[C:6]([CH:9]=1)[C:7]#[N:8].[Br:12]N1C(=O)CCC1=O. (9) Given the product [CH3:1][O:2][C:3]1[CH:4]=[CH:5][C:6]([CH2:7][N:8]2[C:12]3[N:13]=[CH:14][C:15]4[CH2:16][CH:17]([NH:21][C:31]([NH:30][C:24]5[CH:29]=[CH:28][CH:27]=[CH:26][CH:25]=5)=[O:32])[CH2:18][CH2:19][C:20]=4[C:11]=3[CH:10]=[N:9]2)=[CH:22][CH:23]=1, predict the reactants needed to synthesize it. The reactants are: [CH3:1][O:2][C:3]1[CH:23]=[CH:22][C:6]([CH2:7][N:8]2[C:12]3[N:13]=[CH:14][C:15]4[CH2:16][CH:17]([NH2:21])[CH2:18][CH2:19][C:20]=4[C:11]=3[CH:10]=[N:9]2)=[CH:5][CH:4]=1.[C:24]1([N:30]=[C:31]=[O:32])[CH:29]=[CH:28][CH:27]=[CH:26][CH:25]=1. (10) Given the product [C:1]1([S:7]([NH:10][C:11]2[CH:20]=[CH:19][C:18]([Cl:21])=[CH:17][C:12]=2[C:13]([OH:15])=[O:14])(=[O:9])=[O:8])[CH:2]=[CH:3][CH:4]=[CH:5][CH:6]=1, predict the reactants needed to synthesize it. The reactants are: [C:1]1([S:7]([NH:10][C:11]2[CH:20]=[CH:19][C:18]([Cl:21])=[CH:17][C:12]=2[C:13]([O:15]C)=[O:14])(=[O:9])=[O:8])[CH:6]=[CH:5][CH:4]=[CH:3][CH:2]=1.[OH-].[Na+].Cl.